Dataset: Forward reaction prediction with 1.9M reactions from USPTO patents (1976-2016). Task: Predict the product of the given reaction. (1) Given the reactants [CH2:1]([O:8][C:9]1[CH:14]=[CH:13][C:12]([CH:15]([O:19][CH3:20])[C:16]([OH:18])=O)=[CH:11][CH:10]=1)[C:2]1[CH:7]=[CH:6][CH:5]=[CH:4][CH:3]=1.[NH2:21][CH2:22][C:23]1[CH:30]=[CH:29][C:26]([C:27]#[N:28])=[CH:25][CH:24]=1, predict the reaction product. The product is: [CH2:1]([O:8][C:9]1[CH:10]=[CH:11][C:12]([CH:15]([O:19][CH3:20])[C:16]([NH:28][CH2:27][C:26]2[CH:29]=[CH:30][C:23]([C:22]#[N:21])=[CH:24][CH:25]=2)=[O:18])=[CH:13][CH:14]=1)[C:2]1[CH:3]=[CH:4][CH:5]=[CH:6][CH:7]=1. (2) Given the reactants Cl.[Br:2][C:3]1[CH:12]=[CH:11][CH:10]=[C:9]2[C:4]=1[C:5](=[O:31])[N:6]1[C:16](Cl)=[N:15][C:14]3[N:18]([S:21]([C:24]4[CH:29]=[CH:28][C:27]([CH3:30])=[CH:26][CH:25]=4)(=[O:23])=[O:22])[CH:19]=[CH:20][C:13]=3[C:7]1=[N:8]2.[CH3:32][CH:33]([N:35]1[CH2:40][CH2:39][N:38]([C:41]2[CH:47]=[CH:46][C:44]([NH2:45])=[C:43]([O:48][CH3:49])[CH:42]=2)[CH2:37][CH2:36]1)[CH3:34].[CH3:34][CH:33]([N:35]1[CH2:36][CH2:37][N:38]([C:41]2[CH:47]=[CH:46][C:44]([NH2:45])=[C:43]([O:48][CH3:49])[CH:42]=2)[CH2:39][CH2:40]1)[CH3:32], predict the reaction product. The product is: [Br:2][C:3]1[CH:12]=[CH:11][CH:10]=[C:9]2[C:4]=1[C:5](=[O:31])[N:6]1[C:16]([NH:45][C:44]3[CH:46]=[CH:47][C:41]([N:38]4[CH2:39][CH2:40][N:35]([CH:33]([CH3:32])[CH3:34])[CH2:36][CH2:37]4)=[CH:42][C:43]=3[O:48][CH3:49])=[N:15][C:14]3[N:18]([S:21]([C:24]4[CH:29]=[CH:28][C:27]([CH3:30])=[CH:26][CH:25]=4)(=[O:23])=[O:22])[CH:19]=[CH:20][C:13]=3[C:7]1=[N:8]2. (3) The product is: [C:18]([CH:20]([C:2]1[N:3]=[N:4][C:5]([C:8]([F:11])([F:10])[F:9])=[CH:6][CH:7]=1)[C:21]([O:23][C:24]([CH3:27])([CH3:26])[CH3:25])=[O:22])#[N:19]. Given the reactants Cl[C:2]1[N:3]=[N:4][C:5]([C:8]([F:11])([F:10])[F:9])=[CH:6][CH:7]=1.C(=O)([O-])[O-].[K+].[K+].[C:18]([CH2:20][C:21]([O:23][C:24]([CH3:27])([CH3:26])[CH3:25])=[O:22])#[N:19].Cl, predict the reaction product. (4) Given the reactants BrC1C=[CH:9][CH:8]=[C:7]2[C:3]=1[C:4]1([CH2:21][O:20][C:19]3[CH:22]=[C:23]4[C:27](=[CH:28][C:18]1=3)[CH2:26][CH2:25][O:24]4)[C:5](=[O:17])[N:6]2[CH2:11][C@H]1CCCO1.CC1(C)C(C)(C)OB([C:37]2[CH:46]=[C:45]3[C:40]([CH:41]=[CH:42][C:43](=[O:47])[O:44]3)=[CH:39][CH:38]=2)O1.[OH2:49].CN(C)[C:52]1[CH:57]=CC(B(O)O)=CN=1, predict the reaction product. The product is: [CH3:11][N:6]1[C:7]2[C:3](=[C:52]([C:37]3[CH:46]=[C:45]4[C:40]([CH:41]=[CH:42][C:43](=[O:47])[O:44]4)=[CH:39][CH:38]=3)[CH:57]=[CH:9][CH:8]=2)[C:4]2([C:18]3[C:19](=[CH:22][C:23]4[O:24][CH2:25][CH2:26][O:49][C:27]=4[CH:28]=3)[O:20][CH2:21]2)[C:5]1=[O:17]. (5) The product is: [CH2:1]([N:7]1[CH2:12][CH:11]2[CH:9]([CH:10]2[C:13]2[CH:18]=[CH:17][CH:16]=[CH:15][CH:14]=2)[CH2:8]1)[CH2:2][CH2:3][CH2:4][CH2:5][CH3:6]. Given the reactants [CH2:1]([N:7]1[CH2:12][CH:11]2[CH:9]([CH:10]2[C:13]2[CH:18]=[CH:17][CH:16]=[CH:15][CH:14]=2)[C:8]1=O)[CH2:2][CH2:3][CH2:4][CH2:5][CH3:6].[H-].[Al+3].[Li+].[H-].[H-].[H-].O1CCCC1, predict the reaction product. (6) Given the reactants [CH3:1][N:2]([CH2:16][CH2:17][OH:18])[C:3]1[C:4]([C:9]2[CH:15]=[CH:14][C:12]([NH2:13])=[CH:11][CH:10]=2)=[N:5][CH:6]=[CH:7][CH:8]=1.F[C:20]1[CH:27]=[CH:26][C:23]([CH:24]=[O:25])=[CH:22][CH:21]=1, predict the reaction product. The product is: [CH3:1][N:2]([CH2:16][CH2:17][O:18][C:20]1[CH:27]=[CH:26][C:23]([CH:24]=[O:25])=[CH:22][CH:21]=1)[C:3]1[C:4]([C:9]2[CH:15]=[CH:14][C:12]([NH2:13])=[CH:11][CH:10]=2)=[N:5][CH:6]=[CH:7][CH:8]=1. (7) Given the reactants C([N:8]1[CH2:13][CH2:12][N:11](CC2C=CC=CC=2)[CH2:10][C@@H:9]1[CH2:21][CH2:22][C:23]1[CH:28]=[CH:27][CH:26]=[CH:25][CH:24]=1)C1C=CC=CC=1.C([O-])=O.[NH4+], predict the reaction product. The product is: [CH2:21]([C@H:9]1[CH2:10][NH:11][CH2:12][CH2:13][NH:8]1)[CH2:22][C:23]1[CH:24]=[CH:25][CH:26]=[CH:27][CH:28]=1. (8) Given the reactants [C:1]([C:3]1([NH:6][C:7]([C@@H:9]2[CH2:13][C@@H:12]([S:14]([C:17]3[CH:22]=[CH:21][C:20](F)=[CH:19][C:18]=3[Cl:24])(=[O:16])=[O:15])[CH2:11][N:10]2[C:25]2[N:26]([CH:31]3[CH2:34][CH2:33][CH2:32]3)[N:27]=[C:28]([CH3:30])[CH:29]=2)=[O:8])[CH2:5][CH2:4]1)#[N:2].Cl.[F:36][C:37]1([F:41])[CH2:40][NH:39][CH2:38]1, predict the reaction product. The product is: [Cl:24][C:18]1[CH:19]=[C:20]([N:39]2[CH2:40][C:37]([F:41])([F:36])[CH2:38]2)[CH:21]=[CH:22][C:17]=1[S:14]([C@H:12]1[CH2:11][N:10]([C:25]2[N:26]([CH:31]3[CH2:34][CH2:33][CH2:32]3)[N:27]=[C:28]([CH3:30])[CH:29]=2)[C@H:9]([C:7]([NH:6][C:3]2([C:1]#[N:2])[CH2:5][CH2:4]2)=[O:8])[CH2:13]1)(=[O:16])=[O:15]. (9) Given the reactants [H-].[Na+].[NH:3]1[C:11]2[C:6](=[CH:7][C:8]([C:12]([O:14][CH3:15])=[O:13])=[CH:9][CH:10]=2)[CH:5]=[CH:4]1.[H][H].[F:18][C:19]1[CH:26]=[CH:25][C:22]([CH2:23]Cl)=[CH:21][CH:20]=1, predict the reaction product. The product is: [F:18][C:19]1[CH:26]=[CH:25][C:22]([CH2:23][N:3]2[C:11]3[C:6](=[CH:7][C:8]([C:12]([O:14][CH3:15])=[O:13])=[CH:9][CH:10]=3)[CH:5]=[CH:4]2)=[CH:21][CH:20]=1. (10) Given the reactants [Cl:1][C:2]1[S:6][C:5]([C:7]([NH:9][CH2:10][C:11]2[N:12]=[CH:13][N:14]([C:16]3[CH:21]=[CH:20][C:19](I)=[CH:18][CH:17]=3)[CH:15]=2)=[O:8])=[CH:4][CH:3]=1.[NH:23]1[CH2:28][CH2:27][CH2:26][NH:25][C:24]1=[O:29].N[C@@H]1CCCC[C@H]1N.[O-]P([O-])([O-])=O.[K+].[K+].[K+], predict the reaction product. The product is: [Cl:1][C:2]1[S:6][C:5]([C:7]([NH:9][CH2:10][C:11]2[N:12]=[CH:13][N:14]([C:16]3[CH:21]=[CH:20][C:19]([N:23]4[CH2:28][CH2:27][CH2:26][NH:25][C:24]4=[O:29])=[CH:18][CH:17]=3)[CH:15]=2)=[O:8])=[CH:4][CH:3]=1.